This data is from Full USPTO retrosynthesis dataset with 1.9M reactions from patents (1976-2016). The task is: Predict the reactants needed to synthesize the given product. (1) Given the product [C:19]([NH:18][CH2:17][C:13]1[CH:12]=[C:11]2[C:16](=[CH:15][CH:14]=1)[N:8]([C:4]1[CH:5]=[CH:6][CH:7]=[C:2]([C:27]#[C:26][C@:28]3([OH:35])[CH2:32][CH2:31][N:30]([CH3:33])[C:29]3=[O:34])[CH:3]=1)[N:9]=[C:10]2[C:22]([O:24][CH3:25])=[O:23])(=[O:21])[CH3:20], predict the reactants needed to synthesize it. The reactants are: Br[C:2]1[CH:3]=[C:4]([N:8]2[C:16]3[C:11](=[CH:12][C:13]([CH2:17][NH:18][C:19](=[O:21])[CH3:20])=[CH:14][CH:15]=3)[C:10]([C:22]([O:24][CH3:25])=[O:23])=[N:9]2)[CH:5]=[CH:6][CH:7]=1.[C:26]([C@:28]1([OH:35])[CH2:32][CH2:31][N:30]([CH3:33])[C:29]1=[O:34])#[CH:27]. (2) The reactants are: [Br:1][C:2]1[C:11]([N+:12]([O-])=O)=[CH:10][C:5]([C:6]([O:8][CH3:9])=[O:7])=[C:4]([Cl:15])[CH:3]=1.[BH4-].[Na+]. Given the product [NH2:12][C:11]1[C:2]([Br:1])=[CH:3][C:4]([Cl:15])=[C:5]([CH:10]=1)[C:6]([O:8][CH3:9])=[O:7], predict the reactants needed to synthesize it. (3) The reactants are: [CH3:1][O-:2].[K+].C[O-].[Li+].[Br:7][C:8]1[C:9](Cl)=[C:10]2[CH:16]=[CH:15][NH:14][C:11]2=[N:12][CH:13]=1.Cl. Given the product [Br:7][C:8]1[C:9]([O:2][CH3:1])=[C:10]2[CH:16]=[CH:15][NH:14][C:11]2=[N:12][CH:13]=1, predict the reactants needed to synthesize it. (4) Given the product [CH3:21][C:22]1([CH3:46])[CH2:31][CH2:30][C:29]2[N:28]=[CH:27][N:26]=[C:25]([N:32]3[CH2:38][C:37]4[CH:39]=[C:40]([C:2]5[CH:3]=[C:4]([NH:16][S:17]([CH3:20])(=[O:19])=[O:18])[C:5]([NH:8][CH2:9][C:10]6[CH:15]=[CH:14][CH:13]=[CH:12][CH:11]=6)=[N:6][CH:7]=5)[CH:41]=[CH:42][C:36]=4[O:35][CH2:34][CH2:33]3)[C:24]=2[CH2:23]1, predict the reactants needed to synthesize it. The reactants are: Br[C:2]1[CH:3]=[C:4]([NH:16][S:17]([CH3:20])(=[O:19])=[O:18])[C:5]([NH:8][CH2:9][C:10]2[CH:15]=[CH:14][CH:13]=[CH:12][CH:11]=2)=[N:6][CH:7]=1.[CH3:21][C:22]1([CH3:46])[CH2:31][CH2:30][C:29]2[N:28]=[CH:27][N:26]=[C:25]([N:32]3[CH2:38][C:37]4[CH:39]=[C:40](B(O)O)[CH:41]=[CH:42][C:36]=4[O:35][CH2:34][CH2:33]3)[C:24]=2[CH2:23]1. (5) Given the product [CH3:1][CH:2]1[CH2:3][NH:4][CH2:5][CH2:6][N:7]1[C:8]1[CH:17]=[CH:16][C:15]2[C:10](=[CH:11][CH:12]=[CH:13][CH:14]=2)[N:9]=1, predict the reactants needed to synthesize it. The reactants are: [CH3:1][CH:2]1[N:7]([C:8]2[CH:17]=[CH:16][C:15]3[C:10](=[CH:11][CH:12]=[CH:13][CH:14]=3)[N:9]=2)[CH2:6][CH2:5][N:4](C(OC(C)(C)C)=O)[CH2:3]1.